Dataset: Full USPTO retrosynthesis dataset with 1.9M reactions from patents (1976-2016). Task: Predict the reactants needed to synthesize the given product. (1) Given the product [CH3:1][N:2]([CH:14]1[CH2:15][CH2:16][O:11][CH2:12][CH2:13]1)[C:27]([C:25]1[CH:24]=[CH:23][C:22]2=[N:18][O:19][N:20]=[C:21]2[CH:26]=1)=[O:28], predict the reactants needed to synthesize it. The reactants are: [CH3:1][NH2:2].Cl.CN.[OH-].[Na+].C(=O)=O.[O:11]1[CH2:16][CH2:15][C:14](=O)[CH2:13][CH2:12]1.[N:18]1[O:19][N:20]=[C:21]2[CH:26]=[C:25]([C:27](Cl)=[O:28])[CH:24]=[CH:23][C:22]=12. (2) Given the product [CH3:49][C:50]1[CH:51]([C:57]([O:59][CH2:60][CH3:61])=[O:58])[CH2:52][CH:53]=[C:54]([O:56][S:3]([C:2]([F:48])([F:47])[F:1])(=[O:5])=[O:4])[CH:55]=1, predict the reactants needed to synthesize it. The reactants are: [F:1][C:2]([F:48])([F:47])[S:3](OC1C(C)(C)[C@H]2[C@](C)(CC=1)[C@@H]1[C@](C)([C@@]3(C)[C@H](CC1)[C@H]1[C@H](C(C)=C)CC[C@]1(NCCN1CCS(=O)(=O)CC1)CC3)CC2)(=[O:5])=[O:4].[CH3:49][C:50]1[CH:51]([C:57]([O:59][CH2:60][CH3:61])=[O:58])[CH2:52][CH2:53][C:54](=[O:56])[CH:55]=1. (3) Given the product [CH3:11][C:12]([CH3:37])([CH3:36])[CH:13]([C:28]1[CH:33]=[CH:32][C:31]([CH:34]=[O:35])=[CH:30][CH:29]=1)[C:14]1[CH:15]=[CH:16][C:17]([O:20][CH2:21][C:22]2[CH:27]=[CH:26][CH:25]=[CH:24][N:23]=2)=[CH:18][CH:19]=1, predict the reactants needed to synthesize it. The reactants are: CS(C)=O.C(Cl)(=O)C(Cl)=O.[CH3:11][C:12]([CH3:37])([CH3:36])[CH:13]([C:28]1[CH:33]=[CH:32][C:31]([CH2:34][OH:35])=[CH:30][CH:29]=1)[C:14]1[CH:19]=[CH:18][C:17]([O:20][CH2:21][C:22]2[CH:27]=[CH:26][CH:25]=[CH:24][N:23]=2)=[CH:16][CH:15]=1.C(N(CC)CC)C. (4) Given the product [NH2:34][CH:14]=[C:8]([C:5]1[CH:6]=[CH:7][C:2]([Cl:1])=[CH:3][CH:4]=1)[C:9]([O:11][CH2:12][CH3:13])=[O:10], predict the reactants needed to synthesize it. The reactants are: [Cl:1][C:2]1[CH:7]=[CH:6][C:5]([CH:8]([CH:14]=O)[C:9]([O:11][CH2:12][CH3:13])=[O:10])=[CH:4][CH:3]=1.ClC1C=CC(C(=CO)C(OCC)=O)=CC=1.C([O-])=O.[NH4+:34]. (5) Given the product [NH2:25][C:10]1[C:11]([NH:13][CH2:14][C:15]2[CH:16]=[C:17]3[C:22](=[CH:23][CH:24]=2)[N:21]=[CH:20][CH:19]=[CH:18]3)=[N:12][C:7]([C:5]2[CH:4]=[N:3][N:2]([CH3:1])[CH:6]=2)=[CH:8][C:9]=1[OH:30], predict the reactants needed to synthesize it. The reactants are: [CH3:1][N:2]1[CH:6]=[C:5]([C:7]2[N:12]=[C:11]([NH:13][CH2:14][C:15]3[CH:16]=[C:17]4[C:22](=[CH:23][CH:24]=3)[N:21]=[CH:20][CH:19]=[CH:18]4)[C:10]([N+:25]([O-])=O)=[C:9](N)[CH:8]=2)[CH:4]=[N:3]1.C[OH:30]. (6) Given the product [CH2:1]([O:3][C:4]([N:6]1[CH2:11][CH2:10][N:9]([C:12](=[O:29])[C@@H:13]([NH2:18])[CH2:14][CH:15]([F:17])[F:16])[CH2:8][CH2:7]1)=[O:5])[CH3:2], predict the reactants needed to synthesize it. The reactants are: [CH2:1]([O:3][C:4]([N:6]1[CH2:11][CH2:10][N:9]([C:12](=[O:29])[C@@H:13]([NH:18]C(OCC2C=CC=CC=2)=O)[CH2:14][CH:15]([F:17])[F:16])[CH2:8][CH2:7]1)=[O:5])[CH3:2]. (7) The reactants are: [C:1]([O:5][C:6](=[O:37])[N:7]([C:19]1[CH:20]=[CH:21][C:22]2[N:23]([C:30]3[CH:35]=[CH:34][C:33]([Cl:36])=[CH:32][CH:31]=3)[C:24](=[O:29])[NH:25][CH2:26][C:27]=2[N:28]=1)[CH2:8][C:9]1[CH:14]=[CH:13][C:12]([O:15][CH3:16])=[CH:11][C:10]=1[O:17][CH3:18])([CH3:4])([CH3:3])[CH3:2].[H-].[Na+].I[CH3:41].O. Given the product [C:1]([O:5][C:6](=[O:37])[N:7]([C:19]1[CH:20]=[CH:21][C:22]2[N:23]([C:30]3[CH:35]=[CH:34][C:33]([Cl:36])=[CH:32][CH:31]=3)[C:24](=[O:29])[N:25]([CH3:41])[CH2:26][C:27]=2[N:28]=1)[CH2:8][C:9]1[CH:14]=[CH:13][C:12]([O:15][CH3:16])=[CH:11][C:10]=1[O:17][CH3:18])([CH3:4])([CH3:2])[CH3:3], predict the reactants needed to synthesize it.